Task: Predict the product of the given reaction.. Dataset: Forward reaction prediction with 1.9M reactions from USPTO patents (1976-2016) (1) The product is: [ClH:59].[ClH:59].[CH3:26][C:21]1[CH:20]=[CH:19][C:18]2[C:23](=[CH:24][CH:25]=[C:16]3[O:15][CH2:14][CH:13]([CH2:12][N:28]4[CH2:33][CH2:32][CH:31]([CH2:34][C:35]5[CH:36]=[CH:37][C:38]6[O:43][CH2:42][C:41](=[O:44])[NH:40][C:39]=6[CH:45]=5)[CH2:30][CH2:29]4)[O:27][C:17]3=2)[N:22]=1. Given the reactants BrC1C=CC(S(O[CH2:12][C@@H:13]2[O:27][C:17]3=[C:18]4[C:23](=[CH:24][CH:25]=[C:16]3[O:15][CH2:14]2)[N:22]=[C:21]([CH3:26])[CH:20]=[CH:19]4)(=O)=O)=CC=1.[NH:28]1[CH2:33][CH2:32][CH:31]([CH2:34][C:35]2[CH:36]=[CH:37][C:38]3[O:43][CH2:42][C:41](=[O:44])[NH:40][C:39]=3[CH:45]=2)[CH2:30][CH2:29]1.C(N(CC)C(C)C)(C)C.C(=O)(O)[O-].[Cl:59]CCl, predict the reaction product. (2) Given the reactants [I:1][C:2]1[S:6][C:5]([C:7](=[O:19])[CH:8]=[CH:9][C:10]2[CH:15]=[CH:14][C:13]([N+:16]([O-])=O)=[CH:12][CH:11]=2)=[CH:4][CH:3]=1.[Sn](Cl)Cl, predict the reaction product. The product is: [I:1][C:2]1[S:6][C:5]([C:7](=[O:19])[CH:8]=[CH:9][C:10]2[CH:15]=[CH:14][C:13]([NH2:16])=[CH:12][CH:11]=2)=[CH:4][CH:3]=1. (3) The product is: [F:50][C:2]([F:1])([F:49])[C:3]1[CH:4]=[C:5]([CH:42]=[C:43]([C:45]([F:47])([F:46])[F:48])[CH:44]=1)[CH2:6][N:7]([CH2:23][C:24]1[C:25]([N:34]([CH2:38][CH:39]2[CH2:41][CH2:40]2)[CH2:35][CH2:36][CH3:37])=[N:26][C:27]2[C:32]([CH:33]=1)=[CH:31][CH:30]=[CH:29][CH:28]=2)[C:8]1[N:9]=[CH:10][C:11]([O:14][CH2:15][CH2:16][CH2:17][C:18]([OH:20])=[O:19])=[CH:12][N:13]=1. Given the reactants [F:1][C:2]([F:50])([F:49])[C:3]1[CH:4]=[C:5]([CH:42]=[C:43]([C:45]([F:48])([F:47])[F:46])[CH:44]=1)[CH2:6][N:7]([CH2:23][C:24]1[C:25]([N:34]([CH2:38][CH:39]2[CH2:41][CH2:40]2)[CH2:35][CH2:36][CH3:37])=[N:26][C:27]2[C:32]([CH:33]=1)=[CH:31][CH:30]=[CH:29][CH:28]=2)[C:8]1[N:13]=[CH:12][C:11]([O:14][CH2:15][CH2:16][CH2:17][C:18]([O:20]CC)=[O:19])=[CH:10][N:9]=1.[OH-].[Na+], predict the reaction product. (4) Given the reactants [C:1]1([N:7]2[C:11]([NH2:12])=[C:10]3[CH2:13][CH2:14][CH2:15][C:9]3=[N:8]2)[CH:6]=[CH:5][CH:4]=[CH:3][CH:2]=1.[OH-].[Na+].[C:18]1([O:24][C:25](Cl)=[O:26])[CH:23]=[CH:22][CH:21]=[CH:20][CH:19]=1, predict the reaction product. The product is: [C:1]1([N:7]2[C:11]([NH:12][C:25](=[O:26])[O:24][C:18]3[CH:23]=[CH:22][CH:21]=[CH:20][CH:19]=3)=[C:10]3[CH2:13][CH2:14][CH2:15][C:9]3=[N:8]2)[CH:2]=[CH:3][CH:4]=[CH:5][CH:6]=1. (5) Given the reactants [F:1][C:2]([F:25])([F:24])[C:3]([NH:5][C:6]1[S:7][C:8]([CH:11]2[CH2:16][CH2:15][N:14]([C:17]([O:19][C:20]([CH3:23])([CH3:22])[CH3:21])=[O:18])[CH2:13][CH2:12]2)=[CH:9][N:10]=1)=[O:4].Cl[CH2:27][C:28]1[C:37]2[C:32](=[CH:33][CH:34]=[CH:35][CH:36]=2)[CH:31]=[CH:30][CH:29]=1, predict the reaction product. The product is: [C:28]1([CH2:27][N:10]2[CH:9]=[C:8]([CH:11]3[CH2:16][CH2:15][N:14]([C:17]([O:19][C:20]([CH3:21])([CH3:22])[CH3:23])=[O:18])[CH2:13][CH2:12]3)[S:7]/[C:6]/2=[N:5]\[C:3](=[O:4])[C:2]([F:24])([F:1])[F:25])[C:37]2[C:32](=[CH:33][CH:34]=[CH:35][CH:36]=2)[CH:31]=[CH:30][CH:29]=1. (6) Given the reactants C(OC([N:8]1[CH2:17][CH2:16][C:15]2[C:11](=[C:12](OS(C(F)(F)F)(=O)=O)[N:13]([CH:18]3[CH2:20][CH2:19]3)[N:14]=2)[CH2:10][CH2:9]1)=O)(C)(C)C.[C:29]1(B(O)O)[CH:34]=[CH:33][CH:32]=[CH:31][CH:30]=1, predict the reaction product. The product is: [CH:18]1([N:13]2[C:12]([C:29]3[CH:34]=[CH:33][CH:32]=[CH:31][CH:30]=3)=[C:11]3[C:15]([CH2:16][CH2:17][NH:8][CH2:9][CH2:10]3)=[N:14]2)[CH2:19][CH2:20]1.